The task is: Predict which catalyst facilitates the given reaction.. This data is from Catalyst prediction with 721,799 reactions and 888 catalyst types from USPTO. (1) Reactant: N[C:2]1[CH:7]=[C:6]([C:8]([O:10][CH3:11])=[O:9])[CH:5]=[CH:4][C:3]=1[C:12]1[CH:17]=[C:16]([O:18][CH3:19])[CH:15]=[CH:14][C:13]=1[F:20].COCCOC.S(=O)(=O)(O)O.N([O-])=O.[Na+].[I-:36].[Na+]. Product: [F:20][C:13]1[CH:14]=[CH:15][C:16]([O:18][CH3:19])=[CH:17][C:12]=1[C:3]1[CH:4]=[CH:5][C:6]([C:8]([O:10][CH3:11])=[O:9])=[CH:7][C:2]=1[I:36]. The catalyst class is: 6. (2) Reactant: [F:1][C:2]([F:11])([F:10])[C:3]1[CH:4]=[CH:5][C:6](=O)[NH:7][N:8]=1.S(Cl)([Cl:14])=O. Product: [Cl:14][C:6]1[N:7]=[N:8][C:3]([C:2]([F:11])([F:10])[F:1])=[CH:4][CH:5]=1. The catalyst class is: 9. (3) Reactant: C([N:4]1[C:12]2[C:7](=[CH:8][C:9]([F:16])=[C:10]([N+:13]([O-:15])=[O:14])[CH:11]=2)[CH2:6][CH2:5]1)(=O)C.Cl.O1CCOCC1. Product: [F:16][C:9]1[CH:8]=[C:7]2[C:12](=[CH:11][C:10]=1[N+:13]([O-:15])=[O:14])[NH:4][CH2:5][CH2:6]2. The catalyst class is: 83. (4) Reactant: CO[C:3]([C:5]1[CH2:6][N:7]([C:12]([O:14][C:15]([CH3:18])([CH3:17])[CH3:16])=[O:13])[CH2:8][CH2:9][C:10]=1[OH:11])=[O:4].[Cl:19][C:20]1[CH:30]=[CH:29][C:28]([CH2:31][CH2:32][O:33][CH3:34])=[CH:27][C:21]=1[CH2:22][NH:23][CH:24]1[CH2:26][CH2:25]1.O.C1(C)C=CC(S(O)(=O)=O)=CC=1.CCOC(C)=O. Product: [C:15]([O:14][C:12]([N:7]1[CH2:8][CH2:9][C:10](=[O:11])[CH:5]([C:3](=[O:4])[N:23]([CH2:22][C:21]2[CH:27]=[C:28]([CH2:31][CH2:32][O:33][CH3:34])[CH:29]=[CH:30][C:20]=2[Cl:19])[CH:24]2[CH2:25][CH2:26]2)[CH2:6]1)=[O:13])([CH3:16])([CH3:17])[CH3:18]. The catalyst class is: 11. (5) The catalyst class is: 1. Reactant: C([O:4][C:5]1[C:10]([C:11](=[O:13])[NH2:12])=[C:9]([NH:14][C:15]2[CH:16]=[N:17][C:18]3[C:23]([CH:24]=2)=[CH:22][CH:21]=[CH:20][CH:19]=3)[N:8]=[C:7]([S:25][CH3:26])[N:6]=1)(=O)C.C(O)C.[OH-].[Na+].Cl. Product: [CH3:26][S:25][C:7]1[NH:6][C:5](=[O:4])[C:10]([C:11]([NH2:12])=[O:13])=[C:9]([NH:14][C:15]2[CH:16]=[N:17][C:18]3[C:23]([CH:24]=2)=[CH:22][CH:21]=[CH:20][CH:19]=3)[N:8]=1. (6) Reactant: [CH2:1]([O:4][C@@H:5]1[CH2:9][N:8]([CH:10]2[CH2:15][CH2:14][N:13]([C:16]3[CH:21]=[CH:20][C:19]([C:22]([N:24]4[CH2:29][CH2:28][O:27][CH2:26][CH2:25]4)=[O:23])=[CH:18][CH:17]=3)[CH2:12][CH2:11]2)[CH2:7][C@H:6]1[NH:30][C:31](=[O:46])[CH2:32][NH:33][C:34](=[O:45])[C:35]1[CH:40]=[CH:39][CH:38]=[C:37]([C:41]([F:44])([F:43])[F:42])[CH:36]=1)[CH:2]=[CH2:3]. Product: [N:24]1([C:22]([C:19]2[CH:20]=[CH:21][C:16]([N:13]3[CH2:12][CH2:11][CH:10]([N:8]4[CH2:9][C@@H:5]([O:4][CH2:1][CH2:2][CH3:3])[C@H:6]([NH:30][C:31](=[O:46])[CH2:32][NH:33][C:34](=[O:45])[C:35]5[CH:40]=[CH:39][CH:38]=[C:37]([C:41]([F:42])([F:43])[F:44])[CH:36]=5)[CH2:7]4)[CH2:15][CH2:14]3)=[CH:17][CH:18]=2)=[O:23])[CH2:29][CH2:28][O:27][CH2:26][CH2:25]1. The catalyst class is: 19. (7) Reactant: [OH:1][CH2:2][C:3]1[CH:8]=[C:7]([C:9]2[CH:10]=[C:11]([C:15]3[CH2:21][C:20](=[O:22])[NH:19][C:18]4[CH:23]=[C:24]([C:33]([F:36])([F:35])[F:34])[C:25]([N:27]([CH2:29][CH:30]([CH3:32])[CH3:31])[CH3:28])=[CH:26][C:17]=4[N:16]=3)[CH:12]=[CH:13][CH:14]=2)[CH:6]=[CH:5][N:4]=1.S(Cl)(Cl)=O.[Cl-].[CH3:42][O-].[Na+]. Product: [CH2:29]([N:27]([CH3:28])[C:25]1[C:24]([C:33]([F:35])([F:36])[F:34])=[CH:23][C:18]2[NH:19][C:20](=[O:22])[CH2:21][C:15]([C:11]3[CH:12]=[CH:13][CH:14]=[C:9]([C:7]4[CH:6]=[CH:5][N:4]=[C:3]([CH2:2][O:1][CH3:42])[CH:8]=4)[CH:10]=3)=[N:16][C:17]=2[CH:26]=1)[CH:30]([CH3:32])[CH3:31]. The catalyst class is: 61.